From a dataset of Full USPTO retrosynthesis dataset with 1.9M reactions from patents (1976-2016). Predict the reactants needed to synthesize the given product. (1) Given the product [CH3:37][O:36][C:32]1[CH:31]=[C:30]([C:16]2[N:15]([CH2:14][C:9]3[CH:10]=[CH:11][CH:12]=[CH:13][C:8]=3[O:7][CH2:47][C:48]([OH:49])=[O:38])[C:23]3[C:18]([N:17]=2)=[N:19][CH:20]=[C:21]([C:24]2[CH:29]=[CH:28][CH:27]=[CH:26][CH:25]=2)[CH:22]=3)[CH:35]=[CH:34][CH:33]=1, predict the reactants needed to synthesize it. The reactants are: C(OCC[O:7][C:8]1[CH:13]=[CH:12][CH:11]=[CH:10][C:9]=1[CH2:14][N:15]1[C:23]2[C:18](=[N:19][CH:20]=[C:21]([C:24]3[CH:29]=[CH:28][CH:27]=[CH:26][CH:25]=3)[CH:22]=2)[N:17]=[C:16]1[C:30]1[CH:35]=[CH:34][CH:33]=[C:32]([O:36][CH3:37])[CH:31]=1)(=O)C.[OH-:38].[Li+].O.Cl.O1CCCC1[CH2:47][CH2:48][OH:49]. (2) Given the product [CH3:1][C:2]([OH:6])([C:4]#[C:5][C:8]1[CH:13]=[CH:12][C:11]([B:14]2[O:18][C:17]([CH3:20])([CH3:19])[C:16]([CH3:22])([CH3:21])[O:15]2)=[CH:10][CH:9]=1)[CH3:3], predict the reactants needed to synthesize it. The reactants are: [CH3:1][C:2]([OH:6])([C:4]#[CH:5])[CH3:3].Br[C:8]1[CH:13]=[CH:12][C:11]([B:14]2[O:18][C:17]([CH3:20])([CH3:19])[C:16]([CH3:22])([CH3:21])[O:15]2)=[CH:10][CH:9]=1.C(N(CC)CC)C. (3) Given the product [Br:1][C:2]1[CH:9]=[CH:8][C:5]([C:6]2[NH:23][C:16]3[CH:21]=[CH:20][CH:19]=[CH:18][C:17]=3[N:22]=2)=[C:4]([F:10])[CH:3]=1, predict the reactants needed to synthesize it. The reactants are: [Br:1][C:2]1[CH:9]=[CH:8][C:5]([CH:6]=O)=[C:4]([F:10])[CH:3]=1.S(=O)(O)[O-].[Na+].[C:16]1([NH2:23])[CH:21]=[CH:20][CH:19]=[CH:18][C:17]=1[NH2:22]. (4) Given the product [C:15]1([C:11]2[CH:12]=[CH:13][CH:14]=[C:9]([OH:8])[CH:10]=2)[CH:20]=[CH:19][CH:18]=[C:17]([OH:21])[CH:16]=1, predict the reactants needed to synthesize it. The reactants are: C([O:8][C:9]1[CH:10]=[C:11]([C:15]2[CH:20]=[CH:19][CH:18]=[C:17]([O:21]CC3C=CC=CC=3)[CH:16]=2)[CH:12]=[CH:13][CH:14]=1)C1C=CC=CC=1. (5) Given the product [N:71]1([C:2]2[N:6]=[C:5](/[CH:7]=[CH:8]/[C:9]3[N:17]=[C:16]4[N:11]([C:12]([CH3:19])=[N:13][CH:14]=[C:15]4[CH3:18])[N:10]=3)[N:4]([CH3:20])[N:3]=2)[CH2:74][CH2:73][CH2:72]1, predict the reactants needed to synthesize it. The reactants are: Br[C:2]1[N:6]=[C:5](/[CH:7]=[CH:8]/[C:9]2[N:17]=[C:16]3[N:11]([C:12]([CH3:19])=[N:13][CH:14]=[C:15]3[CH3:18])[N:10]=2)[N:4]([CH3:20])[N:3]=1.C1([O-])C=CC=CC=1.[Na+].C1(P(C2C=CC=CC=2)C2C3OC4C(=CC=CC=4P(C4C=CC=CC=4)C4C=CC=CC=4)C(C)(C)C=3C=CC=2)C=CC=CC=1.[NH:71]1[CH2:74][CH2:73][CH2:72]1. (6) Given the product [O:1]1[CH2:7][CH2:6][CH2:5][O:4][C:3]2[C:8]([CH2:12][NH:15][CH3:14])=[CH:9][CH:10]=[CH:11][C:2]1=2, predict the reactants needed to synthesize it. The reactants are: [O:1]1[CH2:7][CH2:6][CH2:5][O:4][C:3]2[C:8]([CH:12]=O)=[CH:9][CH:10]=[CH:11][C:2]1=2.[CH3:14][NH2:15].[BH4-].[Na+].O. (7) The reactants are: C([O:3][C:4](=[O:29])[C:5]1[CH:10]=[C:9]([C:11]2[CH:16]=[CH:15][C:14]([Cl:17])=[CH:13][CH:12]=2)[C:8]([C:18]2[CH:23]=[CH:22][C:21]([C:24]([F:27])([F:26])[F:25])=[CH:20][CH:19]=2)=[N:7][C:6]=1[CH3:28])C.[Li+].[OH-].Cl. Given the product [Cl:17][C:14]1[CH:13]=[CH:12][C:11]([C:9]2[C:8]([C:18]3[CH:23]=[CH:22][C:21]([C:24]([F:27])([F:25])[F:26])=[CH:20][CH:19]=3)=[N:7][C:6]([CH3:28])=[C:5]([CH:10]=2)[C:4]([OH:29])=[O:3])=[CH:16][CH:15]=1, predict the reactants needed to synthesize it. (8) The reactants are: C([O:3][C:4](=O)[CH2:5][C:6]1[N:7]=[C:8]([C:11]2[CH:16]=[CH:15][C:14]([Cl:17])=[CH:13][CH:12]=2)[S:9][CH:10]=1)C.CC(C[AlH]CC(C)C)C. Given the product [Cl:17][C:14]1[CH:13]=[CH:12][C:11]([C:8]2[S:9][CH:10]=[C:6]([CH2:5][CH2:4][OH:3])[N:7]=2)=[CH:16][CH:15]=1, predict the reactants needed to synthesize it. (9) Given the product [CH3:15][N:6]1[C:5]2[CH:4]=[CH:3][C:2]([CH:24]=[O:25])=[CH:14][C:13]=2[C:12]2[C:7]1=[CH:8][CH:9]=[CH:10][CH:11]=2, predict the reactants needed to synthesize it. The reactants are: Br[C:2]1[CH:3]=[CH:4][C:5]2[N:6]([CH3:15])[C:7]3[C:12]([C:13]=2[CH:14]=1)=[CH:11][CH:10]=[CH:9][CH:8]=3.[Li]CCCC.CN([CH:24]=[O:25])C.